From a dataset of Retrosynthesis with 50K atom-mapped reactions and 10 reaction types from USPTO. Predict the reactants needed to synthesize the given product. (1) Given the product O=C(O)C(F)(F)F, predict the reactants needed to synthesize it. The reactants are: COc1cccc(CC(=O)O)c1.Cc1nc(N)cc(-c2c(Nc3ccn(C)n3)nc3ccccn23)n1. (2) The reactants are: Fc1cc(-c2nc(NCC3CCOCC3)ccc2Cl)c(Cl)cn1.N[C@H]1CC[C@H](N)CC1. Given the product N[C@H]1CC[C@H](Nc2cc(-c3nc(NCC4CCOCC4)ccc3Cl)c(Cl)cn2)CC1, predict the reactants needed to synthesize it. (3) Given the product CN1CC[C@H](N(Cc2ccc(F)cc2C(F)(F)F)c2ccc(C#N)c(Cl)c2)C1, predict the reactants needed to synthesize it. The reactants are: CN1CC[C@H](Nc2ccc(C#N)c(Cl)c2)C1.Fc1ccc(CBr)c(C(F)(F)F)c1. (4) Given the product CCS(=O)(=O)Nc1nc2c(-c3c(C)ccc4ncccc34)cc(-c3c(C)noc3C)cc2[nH]1, predict the reactants needed to synthesize it. The reactants are: CCS(=O)(=O)Nc1nc2c(I)cc(-c3c(C)noc3C)cc2[nH]1.Cc1ccc2ncccc2c1B(O)O. (5) Given the product CN1C[C@H](OS(C)(=O)=O)C[C@H]1C(=O)N1CCNC1=O, predict the reactants needed to synthesize it. The reactants are: CI.CS(=O)(=O)O[C@H]1CN[C@H](C(=O)N2CCNC2=O)C1. (6) Given the product COc1ccc2nc(C(C)(C)C)c(=O)n(CC(=O)C(C)(C)C)c2c1, predict the reactants needed to synthesize it. The reactants are: CC(C)(C)C(=O)CBr.COc1ccc2nc(C(C)(C)C)c(=O)[nH]c2c1.